This data is from Reaction yield outcomes from USPTO patents with 853,638 reactions. The task is: Predict the reaction yield, written as a fraction of the theoretical maximum amount of product (1.0 means a 100% yield; for example, 0.34 means a 34% yield). (1) The reactants are [N:1]1([CH2:7][CH2:8][O:9][C:10]2[CH:15]=[CH:14][C:13]([NH2:16])=[CH:12][CH:11]=2)[CH2:6][CH2:5][CH2:4][CH2:3][CH2:2]1.[CH3:17][C:18]1[CH:26]=[CH:25][CH:24]=[C:23]2[C:19]=1[C:20](=[CH:28]O)[C:21](=[O:27])[NH:22]2. No catalyst specified. The product is [CH3:17][C:18]1[CH:26]=[CH:25][CH:24]=[C:23]2[C:19]=1[C:20](=[CH:28][NH:16][C:13]1[CH:12]=[CH:11][C:10]([O:9][CH2:8][CH2:7][N:1]3[CH2:2][CH2:3][CH2:4][CH2:5][CH2:6]3)=[CH:15][CH:14]=1)[C:21](=[O:27])[NH:22]2. The yield is 0.490. (2) The reactants are [CH3:1][S:2]([C:5]1[CH:10]=[CH:9][C:8]([NH:11][C:12]([C:14]2[CH:19]=[CH:18][CH:17]=[CH:16][CH:15]=2)=[NH:13])=[CH:7][CH:6]=1)(=[O:4])=[O:3].C(=O)(O)[O-].[Na+].Br[CH2:26][C:27](=[O:32])[C:28]([F:31])([F:30])[F:29]. The catalyst is C(O)(C)C. The product is [OH:32][C:27]1([C:28]([F:31])([F:30])[F:29])[CH2:26][N:11]([C:8]2[CH:7]=[CH:6][C:5]([S:2]([CH3:1])(=[O:3])=[O:4])=[CH:10][CH:9]=2)[C:12]([C:14]2[CH:19]=[CH:18][CH:17]=[CH:16][CH:15]=2)=[N:13]1. The yield is 0.590.